Dataset: Reaction yield outcomes from USPTO patents with 853,638 reactions. Task: Predict the reaction yield, written as a fraction of the theoretical maximum amount of product (1.0 means a 100% yield; for example, 0.34 means a 34% yield). (1) The reactants are [Cl:1][C:2]1[CH:7]=[CH:6][C:5](F)=[C:4]([N+:9]([O-:11])=[O:10])[CH:3]=1.[C:12]([N:19]1[CH2:24][CH2:23][NH:22][CH2:21][CH2:20]1)([O:14][C:15]([CH3:18])([CH3:17])[CH3:16])=[O:13]. No catalyst specified. The product is [Cl:1][C:2]1[CH:7]=[CH:6][C:5]([N:22]2[CH2:21][CH2:20][N:19]([C:12]([O:14][C:15]([CH3:18])([CH3:17])[CH3:16])=[O:13])[CH2:24][CH2:23]2)=[C:4]([N+:9]([O-:11])=[O:10])[CH:3]=1. The yield is 0.950. (2) The reactants are [CH3:1][O:2][C:3]([C:5]1[C@@H:6]2[N:20]([C:21]([O:23][C:24]([CH3:27])([CH3:26])[CH3:25])=[O:22])[C@H:9]([CH2:10][C:11]=1OS(C(F)(F)F)(=O)=O)[CH2:8][CH2:7]2)=[O:4].[OH:28][C:29]1[CH:34]=[CH:33][C:32](B(O)O)=[CH:31][CH:30]=1.C([O-])([O-])=O.[Na+].[Na+]. The catalyst is COCCOC.C1C=CC([P]([Pd]([P](C2C=CC=CC=2)(C2C=CC=CC=2)C2C=CC=CC=2)([P](C2C=CC=CC=2)(C2C=CC=CC=2)C2C=CC=CC=2)[P](C2C=CC=CC=2)(C2C=CC=CC=2)C2C=CC=CC=2)(C2C=CC=CC=2)C2C=CC=CC=2)=CC=1. The product is [CH3:1][O:2][C:3]([C:5]1[C@@H:6]2[N:20]([C:21]([O:23][C:24]([CH3:27])([CH3:26])[CH3:25])=[O:22])[C@H:9]([CH2:10][C:11]=1[C:32]1[CH:33]=[CH:34][C:29]([OH:28])=[CH:30][CH:31]=1)[CH2:8][CH2:7]2)=[O:4]. The yield is 0.890.